From a dataset of Catalyst prediction with 721,799 reactions and 888 catalyst types from USPTO. Predict which catalyst facilitates the given reaction. Reactant: C([Li])CCC.BrC1C=CC=C[C:8]=1[CH:9]=[O:10].Br[C:16]1[CH:23]=[CH:22][CH:21]=[CH:20][C:17]=1[CH:18]=[CH2:19].[Mg].[Br-].C(OC(=O)C)(=O)C.C(=O)=O.C(O)(C)C. Product: [CH:18]([C:17]1[CH:20]=[CH:21][CH:22]=[CH:23][C:16]=1[C:9](=[O:10])[CH3:8])=[CH2:19]. The catalyst class is: 307.